This data is from Full USPTO retrosynthesis dataset with 1.9M reactions from patents (1976-2016). The task is: Predict the reactants needed to synthesize the given product. Given the product [CH2:3]([O:22][C:20]1[C:19]([C:23]([O:25][CH3:26])=[O:24])=[CH:18][C:17]([C:27]2[CH:28]=[CH:29][CH:30]=[CH:31][CH:32]=2)=[C:16]([C:13]2[CH:12]=[CH:11][C:10]([Cl:9])=[CH:15][CH:14]=2)[N:21]=1)[CH:2]=[CH2:1], predict the reactants needed to synthesize it. The reactants are: [CH2:1](Br)[C:2]1C=CC=C[CH:3]=1.[Cl:9][C:10]1[CH:15]=[CH:14][C:13]([C:16]2[NH:21][C:20](=[O:22])[C:19]([C:23]([O:25][CH3:26])=[O:24])=[CH:18][C:17]=2[C:27]2[CH:32]=[CH:31][CH:30]=[CH:29][CH:28]=2)=[CH:12][CH:11]=1.